From a dataset of Peptide-MHC class I binding affinity with 185,985 pairs from IEDB/IMGT. Regression. Given a peptide amino acid sequence and an MHC pseudo amino acid sequence, predict their binding affinity value. This is MHC class I binding data. (1) The peptide sequence is IAGGVCYYL. The MHC is HLA-A02:02 with pseudo-sequence HLA-A02:02. The binding affinity (normalized) is 0.633. (2) The peptide sequence is KSQLVWMACH. The MHC is HLA-A03:01 with pseudo-sequence HLA-A03:01. The binding affinity (normalized) is 0.202. (3) The peptide sequence is FPQVGGLTSI. The MHC is HLA-B51:01 with pseudo-sequence HLA-B51:01. The binding affinity (normalized) is 0.599.